This data is from Peptide-MHC class I binding affinity with 185,985 pairs from IEDB/IMGT. The task is: Regression. Given a peptide amino acid sequence and an MHC pseudo amino acid sequence, predict their binding affinity value. This is MHC class I binding data. (1) The peptide sequence is IRSSVQNKL. The MHC is Mamu-B08 with pseudo-sequence Mamu-B08. The binding affinity (normalized) is 0.566. (2) The peptide sequence is ALAKAAAAI. The MHC is HLA-A02:06 with pseudo-sequence HLA-A02:06. The binding affinity (normalized) is 0.666. (3) The peptide sequence is TRAPAPFPL. The MHC is HLA-B53:01 with pseudo-sequence HLA-B53:01. The binding affinity (normalized) is 0.213. (4) The peptide sequence is SASSMVNGV. The MHC is HLA-A68:02 with pseudo-sequence HLA-A68:02. The binding affinity (normalized) is 0.705. (5) The peptide sequence is TVANNPDDK. The MHC is HLA-A01:01 with pseudo-sequence HLA-A01:01. The binding affinity (normalized) is 0.0847. (6) The peptide sequence is ISEPMFHQG. The MHC is HLA-B15:01 with pseudo-sequence HLA-B15:01. The binding affinity (normalized) is 0.0847.